Dataset: Catalyst prediction with 721,799 reactions and 888 catalyst types from USPTO. Task: Predict which catalyst facilitates the given reaction. (1) Product: [F:1][C:2]1[CH:7]=[C:6]([O:8][CH:13]2[CH2:14][CH2:15][CH2:16][CH2:17][O:12]2)[CH:5]=[CH:4][C:3]=1[C:9](=[O:11])[CH3:10]. The catalyst class is: 2. Reactant: [F:1][C:2]1[CH:7]=[C:6]([OH:8])[CH:5]=[CH:4][C:3]=1[C:9](=[O:11])[CH3:10].[O:12]1[CH:17]=[CH:16][CH2:15][CH2:14][CH2:13]1.C1(C)C=CC(S([O-])(=O)=O)=CC=1.[NH+]1C=CC=CC=1. (2) Reactant: [F:1][C:2]1[CH:7]=[C:6]([NH2:8])[CH:5]=[CH:4][C:3]=1[N:9]([CH2:16][CH2:17][O:18][CH2:19][CH2:20][CH3:21])[CH2:10][CH2:11][O:12][CH2:13][CH2:14][CH3:15].C[Al](C)C.[NH:26](/[C:30](/[CH3:36])=[CH:31]\[C:32](OC)=[O:33])[C:27]([CH3:29])=O. Product: [CH2:13]([O:12][CH2:11][CH2:10][N:9]([CH2:16][CH2:17][O:18][CH2:19][CH2:20][CH3:21])[C:3]1[CH:4]=[CH:5][C:6]([N:8]2[C:32](=[O:33])[CH:31]=[C:30]([CH3:36])[N:26]=[C:27]2[CH3:29])=[CH:7][C:2]=1[F:1])[CH2:14][CH3:15]. The catalyst class is: 2. (3) Reactant: [Cl:1][C:2]1[C:7]([C:8]([O:10][CH2:11][C:12]2[CH:17]=[CH:16][C:15]([O:18][CH3:19])=[CH:14][CH:13]=2)=[O:9])=[C:6](Cl)[N:5]=[CH:4][N:3]=1.[NH3:21]. Product: [NH2:21][C:6]1[C:7]([C:8]([O:10][CH2:11][C:12]2[CH:17]=[CH:16][C:15]([O:18][CH3:19])=[CH:14][CH:13]=2)=[O:9])=[C:2]([Cl:1])[N:3]=[CH:4][N:5]=1. The catalyst class is: 12. (4) Reactant: [NH2:1][C:2]1[C:11]([NH2:12])=[CH:10][CH:9]=[CH:8][C:3]=1[C:4]([O:6][CH3:7])=[O:5].Cl.N[C:15](OCC)=[CH:16][C:17]([O:19][CH2:20][CH3:21])=[O:18]. Product: [CH2:20]([O:19][C:17](=[O:18])[CH2:16][C:15]1[NH:12][C:11]2[CH:10]=[CH:9][CH:8]=[C:3]([C:4]([O:6][CH3:7])=[O:5])[C:2]=2[N:1]=1)[CH3:21]. The catalyst class is: 14.